From a dataset of Catalyst prediction with 721,799 reactions and 888 catalyst types from USPTO. Predict which catalyst facilitates the given reaction. (1) Reactant: [NH:1]1[CH2:5][CH2:4][CH2:3][CH:2]1[CH2:6][OH:7].[C:8](O[C:8]([O:10][C:11]([CH3:14])([CH3:13])[CH3:12])=[O:9])([O:10][C:11]([CH3:14])([CH3:13])[CH3:12])=[O:9].C(N(CC)CC)C. Product: [OH:7][CH2:6][CH:2]1[CH2:3][CH2:4][CH2:5][N:1]1[C:8]([O:10][C:11]([CH3:14])([CH3:13])[CH3:12])=[O:9]. The catalyst class is: 2. (2) Reactant: C(O[C:14]1[CH:40]=[CH:39][C:17]([C:18]([C:20]2[CH:25]=[CH:24][C:23](OCCCCCCCCCCCC)=[CH:22][CH:21]=2)=O)=[CH:16][CH:15]=1)CCCCCCCCCCC.O.[NH2:42][NH2:43]. Product: [C:17]1([C:18]([C:20]2[CH:25]=[CH:24][CH:23]=[CH:22][CH:21]=2)=[N+:42]=[N-:43])[CH:39]=[CH:40][CH:14]=[CH:15][CH:16]=1. The catalyst class is: 709. (3) Reactant: [NH2:1][C:2]1[CH:20]=[CH:19][C:5]2[N:6]=[C:7]([NH:10][C:11]3[C:16]([Cl:17])=[CH:15][CH:14]=[CH:13][C:12]=3[Cl:18])[N:8]([CH3:9])[C:4]=2[C:3]=1[C:21]#[N:22].[OH:23]S(O)(=O)=O.C(=O)([O-])[O-].[Na+].[Na+]. Product: [NH2:1][C:2]1[CH:20]=[CH:19][C:5]2[N:6]=[C:7]([NH:10][C:11]3[C:16]([Cl:17])=[CH:15][CH:14]=[CH:13][C:12]=3[Cl:18])[N:8]([CH3:9])[C:4]=2[C:3]=1[C:21]([NH2:22])=[O:23]. The catalyst class is: 28.